From a dataset of Forward reaction prediction with 1.9M reactions from USPTO patents (1976-2016). Predict the product of the given reaction. Given the reactants [CH3:1][O:2][C:3](=[O:15])[C:4]1[CH:13]=[C:12]([OH:14])[CH:11]=[C:6]([C:7]([O:9][CH3:10])=[O:8])[CH:5]=1.Cl[C:17]([F:23])([F:22])C(OC)=O.C(=O)([O-])[O-].[Cs+].[Cs+], predict the reaction product. The product is: [CH3:10][O:9][C:7](=[O:8])[C:6]1[CH:11]=[C:12]([O:14][CH:17]([F:23])[F:22])[CH:13]=[C:4]([C:3]([O:2][CH3:1])=[O:15])[CH:5]=1.